Dataset: Reaction yield outcomes from USPTO patents with 853,638 reactions. Task: Predict the reaction yield, written as a fraction of the theoretical maximum amount of product (1.0 means a 100% yield; for example, 0.34 means a 34% yield). (1) The reactants are [Br:1][C:2]1[CH:8]=[CH:7][C:5]([NH2:6])=[C:4]([CH3:9])[CH:3]=1.CCN(C(C)C)C(C)C.CN(C=O)C.[CH:24]1([C:27](Cl)=[O:28])[CH2:26][CH2:25]1. The catalyst is CCOC(C)=O.O. The product is [Br:1][C:2]1[CH:8]=[CH:7][C:5]([NH:6][C:27]([CH:24]2[CH2:26][CH2:25]2)=[O:28])=[C:4]([CH3:9])[CH:3]=1. The yield is 0.940. (2) The reactants are C([O:8][C:9]1[CH:31]=[CH:30][C:29]([C:32]2[N:33]=[C:34]([CH3:37])[S:35][CH:36]=2)=[CH:28][C:10]=1[C:11]([NH:13][C:14]1[CH:19]=[C:18]([C:20]([F:23])([F:22])[F:21])[CH:17]=[C:16]([C:24]([F:27])([F:26])[F:25])[CH:15]=1)=[O:12])C1C=CC=CC=1. The catalyst is [Pd].C(O)C. The product is [F:27][C:24]([F:25])([F:26])[C:16]1[CH:15]=[C:14]([NH:13][C:11](=[O:12])[C:10]2[CH:28]=[C:29]([C:32]3[N:33]=[C:34]([CH3:37])[S:35][CH:36]=3)[CH:30]=[CH:31][C:9]=2[OH:8])[CH:19]=[C:18]([C:20]([F:21])([F:22])[F:23])[CH:17]=1. The yield is 0.792.